This data is from NCI-60 drug combinations with 297,098 pairs across 59 cell lines. The task is: Regression. Given two drug SMILES strings and cell line genomic features, predict the synergy score measuring deviation from expected non-interaction effect. (1) Drug 1: CC1=C(C=C(C=C1)C(=O)NC2=CC(=CC(=C2)C(F)(F)F)N3C=C(N=C3)C)NC4=NC=CC(=N4)C5=CN=CC=C5. Drug 2: CC(C)(C#N)C1=CC(=CC(=C1)CN2C=NC=N2)C(C)(C)C#N. Cell line: IGROV1. Synergy scores: CSS=0.955, Synergy_ZIP=0.0294, Synergy_Bliss=0.563, Synergy_Loewe=0.323, Synergy_HSA=-0.259. (2) Drug 1: CC1C(C(CC(O1)OC2CC(CC3=C2C(=C4C(=C3O)C(=O)C5=C(C4=O)C(=CC=C5)OC)O)(C(=O)C)O)N)O.Cl. Drug 2: CCCCC(=O)OCC(=O)C1(CC(C2=C(C1)C(=C3C(=C2O)C(=O)C4=C(C3=O)C=CC=C4OC)O)OC5CC(C(C(O5)C)O)NC(=O)C(F)(F)F)O. Cell line: CCRF-CEM. Synergy scores: CSS=24.8, Synergy_ZIP=-2.26, Synergy_Bliss=-3.68, Synergy_Loewe=-16.9, Synergy_HSA=-3.45.